This data is from Forward reaction prediction with 1.9M reactions from USPTO patents (1976-2016). The task is: Predict the product of the given reaction. (1) The product is: [NH2:15][C:9]1[N:8]=[C:7]([O:16][CH2:17][CH2:18][CH2:19][CH3:20])[N:6]=[C:5]2[C:10]=1[N:11]=[C:12]([O:13][CH3:14])[N:4]2[CH2:3][CH2:2][N:31]1[CH2:30][CH2:29][CH:28]([NH:27][C:26](=[O:34])[O:25][C:21]([CH3:23])([CH3:22])[CH3:24])[CH2:33][CH2:32]1. Given the reactants Br[CH2:2][CH2:3][N:4]1[C:12]([O:13][CH3:14])=[N:11][C:10]2[C:5]1=[N:6][C:7]([O:16][CH2:17][CH2:18][CH2:19][CH3:20])=[N:8][C:9]=2[NH2:15].[C:21]([O:25][C:26](=[O:34])[NH:27][CH:28]1[CH2:33][CH2:32][NH:31][CH2:30][CH2:29]1)([CH3:24])([CH3:23])[CH3:22], predict the reaction product. (2) Given the reactants [CH2:1]([C:3]1[C:4]([NH:25][CH2:26][CH:27]([NH:35][C:36]([NH:38][C:39]2[CH:44]=[CH:43][CH:42]=[CH:41][C:40]=2[N+:45]([O-:47])=[O:46])=[O:37])[C:28]([O:30]C(C)(C)C)=[O:29])=[N:5][CH:6]=[N:7][C:8]=1[N:9]1[CH2:14][CH2:13][CH:12]([C:15]2[CH:24]=[CH:23][C:22]3[CH2:21][CH2:20][CH2:19][NH:18][C:17]=3[N:16]=2)[CH2:11][CH2:10]1)[CH3:2].[F:48][C:49]([F:54])([F:53])[C:50]([OH:52])=[O:51].ClCCl.CO.O.C(O)(=O)C.C1(C)C=CC=CC=1, predict the reaction product. The product is: [F:48][C:49]([F:54])([F:53])[C:50]([OH:52])=[O:51].[F:48][C:49]([F:54])([F:53])[C:50]([OH:52])=[O:51].[CH2:1]([C:3]1[C:4]([NH:25][CH2:26][CH:27]([NH:35][C:36]([NH:38][C:39]2[CH:44]=[CH:43][CH:42]=[CH:41][C:40]=2[N+:45]([O-:47])=[O:46])=[O:37])[C:28]([OH:30])=[O:29])=[N:5][CH:6]=[N:7][C:8]=1[N:9]1[CH2:10][CH2:11][CH:12]([C:15]2[CH:24]=[CH:23][C:22]3[CH2:21][CH2:20][CH2:19][NH:18][C:17]=3[N:16]=2)[CH2:13][CH2:14]1)[CH3:2]. (3) The product is: [CH3:18][O:11][C:10](=[O:12])[CH2:9][CH2:8][CH2:7][C:1]1[CH:6]=[CH:5][CH:4]=[CH:3][CH:2]=1. Given the reactants [C:1]1([CH2:7][CH2:8][CH2:9][C:10]([OH:12])=[O:11])[CH:6]=[CH:5][CH:4]=[CH:3][CH:2]=1.S(=O)(=O)(O)O.[CH3:18]O, predict the reaction product. (4) Given the reactants [N:1]1([C:7]([O:9][C:10]([CH3:13])([CH3:12])[CH3:11])=[O:8])[CH2:6][CH2:5][NH:4][CH2:3][CH2:2]1.[H-].[Na+].Cl[C:17]1[CH:22]=[CH:21][C:20]([N+:23]([O-:25])=[O:24])=[CH:19][N:18]=1, predict the reaction product. The product is: [N+:23]([C:20]1[CH:21]=[CH:22][C:17]([N:4]2[CH2:5][CH2:6][N:1]([C:7]([O:9][C:10]([CH3:13])([CH3:12])[CH3:11])=[O:8])[CH2:2][CH2:3]2)=[N:18][CH:19]=1)([O-:25])=[O:24].